Predict the reactants needed to synthesize the given product. From a dataset of Full USPTO retrosynthesis dataset with 1.9M reactions from patents (1976-2016). (1) Given the product [C:1]1([C:7]2[C:16]3[C:11](=[CH:12][N:13]=[CH:14][CH:15]=3)[C:10]3[CH:17]=[CH:18][C:19]([C:21]([OH:23])=[O:22])=[CH:20][C:9]=3[N:8]=2)[CH:2]=[CH:3][CH:4]=[CH:5][CH:6]=1, predict the reactants needed to synthesize it. The reactants are: [C:1]1([C:7]2[C:16]3[C:11](=[CH:12][N:13]=[CH:14][CH:15]=3)[C:10]3[CH:17]=[CH:18][C:19]([C:21]([O:23]C)=[O:22])=[CH:20][C:9]=3[N:8]=2)[CH:6]=[CH:5][CH:4]=[CH:3][CH:2]=1.CCO.[OH-].[Na+].Cl. (2) Given the product [O:1]=[C:2]1[C:10]2[C:5](=[CH:6][CH:7]=[CH:8][CH:9]=2)[C:4](=[O:11])[N:3]1[CH2:12][CH2:13][N:14]1[C:23]2[C:18](=[N:19][CH:20]=[C:21]([CH2:24][C:25]3[CH:26]=[CH:27][C:28]([F:31])=[CH:29][CH:30]=3)[CH:22]=2)[C:17]([OH:32])=[C:16]([C:33]([NH:39][CH2:40][CH2:41][O:42][CH2:43][CH2:44][OH:45])=[O:34])[C:15]1=[O:38], predict the reactants needed to synthesize it. The reactants are: [O:1]=[C:2]1[C:10]2[C:5](=[CH:6][CH:7]=[CH:8][CH:9]=2)[C:4](=[O:11])[N:3]1[CH2:12][CH2:13][N:14]1[C:23]2[C:18](=[N:19][CH:20]=[C:21]([CH2:24][C:25]3[CH:30]=[CH:29][C:28]([F:31])=[CH:27][CH:26]=3)[CH:22]=2)[C:17]([OH:32])=[C:16]([C:33](OCC)=[O:34])[C:15]1=[O:38].[NH2:39][CH2:40][CH2:41][O:42][CH2:43][CH2:44][OH:45]. (3) Given the product [Cl:41][C:38]1[CH:39]=[CH:40][C:27]2[N:26]([C:24]([C:21]3[CH:22]=[CH:23][C:18]([CH2:17][NH:16][C:10](=[O:13])[CH2:11][CH3:12])=[C:19]([F:42])[CH:20]=3)=[O:25])[CH2:35][C:34]3[CH:33]=[N:32][N:31]([CH3:36])[C:30]=3[NH:29][C:28]=2[CH:37]=1, predict the reactants needed to synthesize it. The reactants are: CCN(C(C)C)C(C)C.[C:10](Cl)(=[O:13])[CH2:11][CH3:12].Cl.[NH2:16][CH2:17][C:18]1[CH:23]=[CH:22][C:21]([C:24]([N:26]2[CH2:35][C:34]3[CH:33]=[N:32][N:31]([CH3:36])[C:30]=3[NH:29][C:28]3[CH:37]=[C:38]([Cl:41])[CH:39]=[CH:40][C:27]2=3)=[O:25])=[CH:20][C:19]=1[F:42].C1C(N=NC2C(=O)N(C3C=CC(S([O-])(=O)=O)=CC=3)N=C2C([O-])=O)=CC=C(S([O-])(=O)=O)C=1.[Na+].[Na+].[Na+]. (4) Given the product [CH3:7][Si:8]([C:11]#[C:12][C:2]1[CH:3]=[N:4][NH:5][CH:6]=1)([CH3:10])[CH3:9], predict the reactants needed to synthesize it. The reactants are: I[C:2]1[CH:3]=[N:4][NH:5][CH:6]=1.[CH3:7][Si:8]([C:11]#[CH:12])([CH3:10])[CH3:9].C(NCC)C. (5) Given the product [CH3:16][C:2]1([CH3:1])[CH:11]=[CH:10][C:9]2[C:4](=[CH:5][CH:6]=[C:7]([CH2:12][C:13]([NH:27][CH:17]3[C:26]4[C:21](=[CH:22][CH:23]=[CH:24][CH:25]=4)[CH2:20][CH2:19][CH2:18]3)=[O:15])[CH:8]=2)[O:3]1, predict the reactants needed to synthesize it. The reactants are: [CH3:1][C:2]1([CH3:16])[CH:11]=[CH:10][C:9]2[C:4](=[CH:5][CH:6]=[C:7]([CH2:12][C:13]([OH:15])=O)[CH:8]=2)[O:3]1.[CH:17]1([NH2:27])[C:26]2[C:21](=[CH:22][CH:23]=[CH:24][CH:25]=2)[CH2:20][CH2:19][CH2:18]1. (6) Given the product [CH3:17][O:16][CH2:15][C:4]1[CH:3]=[C:2]([N:24]2[CH:25]=[CH:26][N:27]=[C:23]2[CH:20]2[CH2:21][CH2:22][O:18][CH2:19]2)[C:11]([N+:12]([O-:14])=[O:13])=[CH:10][C:5]=1[C:6]([O:8][CH3:9])=[O:7], predict the reactants needed to synthesize it. The reactants are: F[C:2]1[C:11]([N+:12]([O-:14])=[O:13])=[CH:10][C:5]([C:6]([O:8][CH3:9])=[O:7])=[C:4]([CH2:15][O:16][CH3:17])[CH:3]=1.[O:18]1[CH2:22][CH2:21][CH:20]([C:23]2[NH:24][CH:25]=[CH:26][N:27]=2)[CH2:19]1.C(#N)C.